The task is: Predict the product of the given reaction.. This data is from Forward reaction prediction with 1.9M reactions from USPTO patents (1976-2016). (1) Given the reactants [C:1]1([C@@H:7]([CH3:17])[CH2:8][NH:9][CH2:10][CH2:11][S:12][CH2:13][CH2:14][CH2:15][OH:16])[CH:6]=[CH:5][CH:4]=[CH:3][CH:2]=1.C(N(CC)CC)C.[C:25](O[C:25]([O:27][C:28]([CH3:31])([CH3:30])[CH3:29])=[O:26])([O:27][C:28]([CH3:31])([CH3:30])[CH3:29])=[O:26], predict the reaction product. The product is: [OH:16][CH2:15][CH2:14][CH2:13][S:12][CH2:11][CH2:10][N:9]([CH2:8][C@@H:7]([C:1]1[CH:6]=[CH:5][CH:4]=[CH:3][CH:2]=1)[CH3:17])[C:25](=[O:26])[O:27][C:28]([CH3:31])([CH3:30])[CH3:29]. (2) Given the reactants C([O:5][C:6]([C:8]1[CH:12]=[C:11]([F:13])[S:10][C:9]=1[C:14]1[CH:19]=[CH:18][C:17]([C:20]2[CH:25]=[CH:24][C:23]([C:26]3([C:29]([O:31][CH2:32][CH3:33])=[O:30])[CH2:28][CH2:27]3)=[CH:22][CH:21]=2)=[CH:16][CH:15]=1)=[O:7])(C)(C)C.FC(F)(F)C(O)=O, predict the reaction product. The product is: [CH2:32]([O:31][C:29]([C:26]1([C:23]2[CH:22]=[CH:21][C:20]([C:17]3[CH:18]=[CH:19][C:14]([C:9]4[S:10][C:11]([F:13])=[CH:12][C:8]=4[C:6]([OH:7])=[O:5])=[CH:15][CH:16]=3)=[CH:25][CH:24]=2)[CH2:27][CH2:28]1)=[O:30])[CH3:33]. (3) Given the reactants [C:1]([O:5][C:6]([N:8]1[CH2:13][CH2:12][CH:11]([CH2:14][NH:15][CH3:16])[CH2:10][CH2:9]1)=[O:7])([CH3:4])([CH3:3])[CH3:2].[N:17]1[CH:22]=[CH:21][C:20]([C:23]2[N:28]=[C:27]([CH:29]=O)[CH:26]=[CH:25][N:24]=2)=[CH:19][CH:18]=1.[BH-](OC(C)=O)(OC(C)=O)OC(C)=O.[Na+], predict the reaction product. The product is: [C:1]([O:5][C:6]([N:8]1[CH2:13][CH2:12][CH:11]([CH2:14][N:15]([CH3:16])[CH2:29][C:27]2[CH:26]=[CH:25][N:24]=[C:23]([C:20]3[CH:19]=[CH:18][N:17]=[CH:22][CH:21]=3)[N:28]=2)[CH2:10][CH2:9]1)=[O:7])([CH3:4])([CH3:3])[CH3:2]. (4) Given the reactants [C:1]([C:5]1[CH:10]=[CH:9][C:8]([C:11]#[C:12][C:13]2[CH:20]=[CH:19][C:16]([CH:17]=O)=[CH:15][CH:14]=2)=[CH:7][CH:6]=1)([CH3:4])([CH3:3])[CH3:2].[NH2:21][C:22]1[CH:23]=[CH:24][C:25]([F:32])=[C:26]([CH:31]=1)[C:27]([O:29][CH3:30])=[O:28].[CH:33](=O)[CH2:34][CH2:35][CH2:36][CH2:37][CH3:38], predict the reaction product. The product is: [C:1]([C:5]1[CH:10]=[CH:9][C:8]([C:11]#[C:12][C:13]2[CH:20]=[CH:19][C:16]([CH2:17][N:21]([CH2:33][CH2:34][CH2:35][CH2:36][CH2:37][CH3:38])[C:22]3[CH:23]=[CH:24][C:25]([F:32])=[C:26]([CH:31]=3)[C:27]([O:29][CH3:30])=[O:28])=[CH:15][CH:14]=2)=[CH:7][CH:6]=1)([CH3:4])([CH3:3])[CH3:2]. (5) Given the reactants [CH2:1]([C:4]1[C:5]([Cl:14])=[N:6][C:7]2[N:8]([N:11]=[CH:12][CH:13]=2)[C:9]=1[Cl:10])[CH:2]=[CH2:3].[OH-:15].[Na+].OO, predict the reaction product. The product is: [Cl:14][C:5]1[C:4]([CH2:1][CH2:2][CH2:3][OH:15])=[C:9]([Cl:10])[N:8]2[N:11]=[CH:12][CH:13]=[C:7]2[N:6]=1. (6) Given the reactants C[O:2][C:3]([C:5]1[CH:28]=[CH:27][C:8]2[N:9]([CH3:26])[C:10]([NH:12][C:13]3[S:14][C:15]4[CH:21]=[C:20]([C:22]([F:25])([F:24])[F:23])[CH:19]=[CH:18][C:16]=4[N:17]=3)=[N:11][C:7]=2[CH:6]=1)=[O:4].[OH-].[Li+], predict the reaction product. The product is: [CH3:26][N:9]1[C:8]2[CH:27]=[CH:28][C:5]([C:3]([OH:4])=[O:2])=[CH:6][C:7]=2[N:11]=[C:10]1[NH:12][C:13]1[S:14][C:15]2[CH:21]=[C:20]([C:22]([F:24])([F:23])[F:25])[CH:19]=[CH:18][C:16]=2[N:17]=1.